This data is from Forward reaction prediction with 1.9M reactions from USPTO patents (1976-2016). The task is: Predict the product of the given reaction. Given the reactants C([O:5][C:6]1[CH:11]=[C:10]([C:12]2[CH:34]=[CH:33][C:15]([CH2:16][NH:17][C:18](=[O:32])[C:19]3[C:24]([Cl:25])=[CH:23][C:22]([O:26][CH2:27][CH2:28][O:29][CH3:30])=[CH:21][C:20]=3[Cl:31])=[CH:14][CH:13]=2)[CH:9]=[CH:8][N:7]=1)(C)(C)C.FC(F)(F)C(O)=O, predict the reaction product. The product is: [Cl:31][C:20]1[CH:21]=[C:22]([O:26][CH2:27][CH2:28][O:29][CH3:30])[CH:23]=[C:24]([Cl:25])[C:19]=1[C:18]([NH:17][CH2:16][C:15]1[CH:33]=[CH:34][C:12]([C:10]2[CH:9]=[CH:8][NH:7][C:6](=[O:5])[CH:11]=2)=[CH:13][CH:14]=1)=[O:32].